Dataset: Forward reaction prediction with 1.9M reactions from USPTO patents (1976-2016). Task: Predict the product of the given reaction. (1) Given the reactants [F:1][C:2]1[CH:7]=[CH:6][C:5]([C:8]2[S:12][CH:11]([C:13]3[CH:18]=[CH:17][CH:16]=[C:15]([O:19][CH3:20])[C:14]=3[O:21][Si](C(C)C)(C(C)C)C(C)C)[N:10]([C:32]([C:34]3[C:39]([F:40])=[CH:38][C:37]([F:41])=[CH:36][C:35]=3[F:42])=[O:33])[N:9]=2)=[CH:4][CH:3]=1.[F-].C([N+](CCCC)(CCCC)CCCC)CCC.O1CCCC1.Br[CH2:67][C:68]([NH2:70])=[O:69], predict the reaction product. The product is: [F:1][C:2]1[CH:7]=[CH:6][C:5]([C:8]2[S:12][CH:11]([C:13]3[CH:18]=[CH:17][CH:16]=[C:15]([O:19][CH3:20])[C:14]=3[O:21][CH2:67][C:68]([NH2:70])=[O:69])[N:10]([C:32](=[O:33])[C:34]3[C:35]([F:42])=[CH:36][C:37]([F:41])=[CH:38][C:39]=3[F:40])[N:9]=2)=[CH:4][CH:3]=1. (2) Given the reactants [CH:1](=[O:10])[CH2:2][CH2:3][C:4]1[CH:9]=[CH:8][CH:7]=[CH:6][CH:5]=1.[CH3:11][CH2:12][CH2:13][CH2:14][CH2:15][CH3:16].C[CH:18]([OH:20])C.C[CH2:22][O:23][C:24]([CH3:26])=[O:25], predict the reaction product. The product is: [O:20]=[C:18]1[C:12]2[C:13](=[CH:14][CH:15]=[CH:16][CH:11]=2)[CH:26]([C:24]([O:23][CH3:22])=[O:25])[CH:1]([CH2:2][CH2:3][C:4]2[CH:9]=[CH:8][CH:7]=[CH:6][CH:5]=2)[O:10]1. (3) Given the reactants ClC1N=NC(N)=CC=1C.[Cl:10][C:11]1[N:16]=[N:15][C:14]([NH2:17])=[C:13]([CH3:18])[CH:12]=1.Cl[CH:20]([C:26](=O)[CH3:27])[C:21]([O:23][CH2:24][CH3:25])=[O:22], predict the reaction product. The product is: [Cl:10][C:11]1[CH:12]=[C:13]([CH3:18])[C:14]2[N:15]([C:20]([C:21]([O:23][CH2:24][CH3:25])=[O:22])=[C:26]([CH3:27])[N:17]=2)[N:16]=1. (4) Given the reactants Br[CH2:2][C:3]([NH2:5])=[O:4].C(=O)([O-])[O-].[K+].[K+].[C:12]1([S:18]([CH2:21][C:22]2[C:27]([C:28]([O:30][C:31]([CH3:34])([CH3:33])[CH3:32])=[O:29])=[C:26]([OH:35])[C:25]([Br:36])=[CH:24][CH:23]=2)(=[O:20])=[O:19])[CH:17]=[CH:16][CH:15]=[CH:14][CH:13]=1, predict the reaction product. The product is: [C:12]1([S:18]([CH2:21][C:22]2[C:27]([C:28]([O:30][C:31]([CH3:32])([CH3:33])[CH3:34])=[O:29])=[C:26]([O:35][CH2:2][C:3](=[O:4])[NH2:5])[C:25]([Br:36])=[CH:24][CH:23]=2)(=[O:19])=[O:20])[CH:13]=[CH:14][CH:15]=[CH:16][CH:17]=1. (5) Given the reactants [C:1]([O:7][CH2:8][C:9]1[CH:14]=[CH:13][CH:12]=[CH:11][CH:10]=1)(=[O:6])[CH2:2][C:3]([CH3:5])=O.[NH2:15][CH3:16].C(O)(=O)C.[O-]S([O-])(=O)=O.[Mg+2], predict the reaction product. The product is: [CH3:16][NH:15][C:3]([CH3:5])=[CH:2][C:1]([O:7][CH2:8][C:9]1[CH:14]=[CH:13][CH:12]=[CH:11][CH:10]=1)=[O:6].